This data is from NCI-60 drug combinations with 297,098 pairs across 59 cell lines. The task is: Regression. Given two drug SMILES strings and cell line genomic features, predict the synergy score measuring deviation from expected non-interaction effect. Drug 1: C1CCC(C1)C(CC#N)N2C=C(C=N2)C3=C4C=CNC4=NC=N3. Drug 2: C1CNP(=O)(OC1)N(CCCl)CCCl. Cell line: M14. Synergy scores: CSS=-12.7, Synergy_ZIP=5.39, Synergy_Bliss=1.85, Synergy_Loewe=-7.73, Synergy_HSA=-7.97.